This data is from NCI-60 drug combinations with 297,098 pairs across 59 cell lines. The task is: Regression. Given two drug SMILES strings and cell line genomic features, predict the synergy score measuring deviation from expected non-interaction effect. (1) Drug 1: C1=CN(C=N1)CC(O)(P(=O)(O)O)P(=O)(O)O. Synergy scores: CSS=-1.05, Synergy_ZIP=1.68, Synergy_Bliss=3.41, Synergy_Loewe=0.0668, Synergy_HSA=0.121. Cell line: MDA-MB-231. Drug 2: C(CN)CNCCSP(=O)(O)O. (2) Drug 1: C(CC(=O)O)C(=O)CN.Cl. Drug 2: C1C(C(OC1N2C=NC(=NC2=O)N)CO)O. Cell line: U251. Synergy scores: CSS=-0.320, Synergy_ZIP=1.83, Synergy_Bliss=0.0268, Synergy_Loewe=-107, Synergy_HSA=-12.5. (3) Drug 1: CC1C(C(=O)NC(C(=O)N2CCCC2C(=O)N(CC(=O)N(C(C(=O)O1)C(C)C)C)C)C(C)C)NC(=O)C3=C4C(=C(C=C3)C)OC5=C(C(=O)C(=C(C5=N4)C(=O)NC6C(OC(=O)C(N(C(=O)CN(C(=O)C7CCCN7C(=O)C(NC6=O)C(C)C)C)C)C(C)C)C)N)C. Drug 2: C1=CN(C=N1)CC(O)(P(=O)(O)O)P(=O)(O)O. Cell line: CAKI-1. Synergy scores: CSS=53.6, Synergy_ZIP=-3.51, Synergy_Bliss=-9.43, Synergy_Loewe=-47.0, Synergy_HSA=-6.75. (4) Cell line: NCIH23. Synergy scores: CSS=39.4, Synergy_ZIP=-0.597, Synergy_Bliss=3.14, Synergy_Loewe=-36.7, Synergy_HSA=2.36. Drug 1: CC=C1C(=O)NC(C(=O)OC2CC(=O)NC(C(=O)NC(CSSCCC=C2)C(=O)N1)C(C)C)C(C)C. Drug 2: C1C(C(OC1N2C=NC(=NC2=O)N)CO)O. (5) Drug 1: C1=CN(C(=O)N=C1N)C2C(C(C(O2)CO)O)O.Cl. Drug 2: CN(C(=O)NC(C=O)C(C(C(CO)O)O)O)N=O. Cell line: OVCAR-8. Synergy scores: CSS=32.2, Synergy_ZIP=-0.736, Synergy_Bliss=-1.10, Synergy_Loewe=-34.5, Synergy_HSA=-0.816. (6) Drug 1: C1C(C(OC1N2C=NC(=NC2=O)N)CO)O. Drug 2: B(C(CC(C)C)NC(=O)C(CC1=CC=CC=C1)NC(=O)C2=NC=CN=C2)(O)O. Cell line: BT-549. Synergy scores: CSS=50.4, Synergy_ZIP=-5.35, Synergy_Bliss=-0.892, Synergy_Loewe=-0.106, Synergy_HSA=1.92. (7) Synergy scores: CSS=30.9, Synergy_ZIP=-8.65, Synergy_Bliss=-3.09, Synergy_Loewe=-67.3, Synergy_HSA=-1.93. Cell line: MALME-3M. Drug 2: C(CN)CNCCSP(=O)(O)O. Drug 1: C1C(C(OC1N2C=NC3=C(N=C(N=C32)Cl)N)CO)O. (8) Drug 1: C1=CC=C(C(=C1)C(C2=CC=C(C=C2)Cl)C(Cl)Cl)Cl. Drug 2: CC(C)NC(=O)C1=CC=C(C=C1)CNNC.Cl. Cell line: EKVX. Synergy scores: CSS=2.31, Synergy_ZIP=0.0939, Synergy_Bliss=-0.202, Synergy_Loewe=-0.434, Synergy_HSA=-0.599. (9) Drug 1: CCCS(=O)(=O)NC1=C(C(=C(C=C1)F)C(=O)C2=CNC3=C2C=C(C=N3)C4=CC=C(C=C4)Cl)F. Drug 2: COCCOC1=C(C=C2C(=C1)C(=NC=N2)NC3=CC=CC(=C3)C#C)OCCOC.Cl. Cell line: HOP-62. Synergy scores: CSS=2.98, Synergy_ZIP=0.240, Synergy_Bliss=2.40, Synergy_Loewe=-0.0565, Synergy_HSA=0.0525.